From a dataset of Reaction yield outcomes from USPTO patents with 853,638 reactions. Predict the reaction yield, written as a fraction of the theoretical maximum amount of product (1.0 means a 100% yield; for example, 0.34 means a 34% yield). The reactants are [O:1]1[C:5]([C:6]2[CH:11]=[CH:10][CH:9]=[CH:8][N:7]=2)=[CH:4][N:3]=[CH:2]1.[Li]CCCC.[C:17](Cl)(=[O:21])[CH2:18][CH2:19][CH3:20]. The catalyst is C1COCC1.CCOC(C)=O.[Cl-].[Cl-].[Zn+2]. The product is [N:7]1[CH:8]=[CH:9][CH:10]=[CH:11][C:6]=1[C:5]1[O:1][C:2]([C:17](=[O:21])[CH2:18][CH2:19][CH3:20])=[N:3][CH:4]=1. The yield is 0.460.